From a dataset of Full USPTO retrosynthesis dataset with 1.9M reactions from patents (1976-2016). Predict the reactants needed to synthesize the given product. (1) Given the product [CH3:22][O:23][C:24]1[C:25]([CH2:32][N:15]2[CH2:16][C:17](=[O:18])[N:13]([C:11]3[CH:10]=[N:9][N:8]([CH2:7][C:6]4[C:2]([CH3:1])=[N:3][O:4][C:5]=4[CH3:20])[CH:12]=3)[C:14]2=[O:19])=[N:26][CH:27]=[CH:28][C:29]=1[O:30][CH3:31], predict the reactants needed to synthesize it. The reactants are: [CH3:1][C:2]1[C:6]([CH2:7][N:8]2[CH:12]=[C:11]([N:13]3[C:17](=[O:18])[CH2:16][NH:15][C:14]3=[O:19])[CH:10]=[N:9]2)=[C:5]([CH3:20])[O:4][N:3]=1.Cl.[CH3:22][O:23][C:24]1[C:25]([CH2:32]Cl)=[N:26][CH:27]=[CH:28][C:29]=1[O:30][CH3:31]. (2) Given the product [Cl:23][C:24]1[CH:29]=[C:28]([F:30])[CH:27]=[CH:26][C:25]=1[O:31][C:6]1[CH:5]=[CH:4][C:3]([C:1]#[N:2])=[CH:21][C:7]=1[C:8]([NH:10][C:11]1[CH:16]=[CH:15][CH:14]=[C:13]([S:17](=[O:20])(=[O:19])[NH2:18])[CH:12]=1)=[O:9], predict the reactants needed to synthesize it. The reactants are: [C:1]([C:3]1[CH:4]=[CH:5][C:6](F)=[C:7]([CH:21]=1)[C:8]([NH:10][C:11]1[CH:16]=[CH:15][CH:14]=[C:13]([S:17](=[O:20])(=[O:19])[NH2:18])[CH:12]=1)=[O:9])#[N:2].[Cl:23][C:24]1[CH:29]=[C:28]([F:30])[CH:27]=[CH:26][C:25]=1[OH:31].C([O-])([O-])=O.[Cs+].[Cs+].